The task is: Predict the product of the given reaction.. This data is from Forward reaction prediction with 1.9M reactions from USPTO patents (1976-2016). Given the reactants [CH2:1]1COCC1.[CH3:6][C:7]1[N:12]=[C:11]([NH:13][C:14]2[N:18]([CH3:19])[N:17]=[C:16]([C:20]([F:26])([F:25])[C:21]([F:24])([F:23])[F:22])[C:15]=2[C:27]([F:30])([F:29])[F:28])[CH:10]=[CH:9][C:8]=1[N+:31]([O-:33])=[O:32].[H-].[Na+].CI, predict the reaction product. The product is: [CH3:1][N:13]([C:14]1[N:18]([CH3:19])[N:17]=[C:16]([C:20]([F:25])([F:26])[C:21]([F:22])([F:23])[F:24])[C:15]=1[C:27]([F:30])([F:28])[F:29])[C:11]1[CH:10]=[CH:9][C:8]([N+:31]([O-:33])=[O:32])=[C:7]([CH3:6])[N:12]=1.